From a dataset of B-cell epitopes from PDB crystal structures with 447 antigens. Token-level Classification. Given an antigen amino acid sequence, predict which amino acid positions are active epitope sites capable of antibody binding. Output is a list of indices for active positions. (1) Given the antigen sequence: DTICIGYHANNSTDTVDTVLEKNVTVTHSVNLLEDSHNGKLCKLKGIAPLQLGKCNIAGWLLGNPECDLLLTASSWSYIVETSNSENGTCYPGDFIDYEELREQLSSVSSFEKFEIFPKTSSWPNHETTKGVTAACSYAGASSFYRNLLWLTKKGSSYPKLSKSYVNNKGKEVLVLWGVHHPPTGTDQQSLYQNADAYVSVGSSKYNRRFTPEIAARPKVRDQAGRMNYYWTLLEPGDTITFEATGNLIAPWYAFALNRGSGSGIITSDAPVHDCNTKCQTPHGAINSSLPFQNIHPVTIGECPKYVRSTKLRMATGLRNIPS, which amino acid positions are active epitope sites? The epitope positions are: [32, 34, 35, 36, 119, 120, 121, 123, 124, 153, 154, 155, 156, 157, 158, 159, 161, 162, 163, 165... (29 total positions)]. The amino acids at these positions are: LDSHTSSPNKGSSYPKSKSVNETFQNIHI. (2) Given the antigen sequence: VLPATPPQLVSPRVLEVDTQGTVVCSLDGLFPVSEAQVHLALGDQRLNPTVTYGNDSFSAKASVSVTAEDEGTQRLTCAVILGNQSQETLQTVTIYSFPAPNVILTKPEVSEGTEVTVKCEAHPRAKVTLNGVPAQPLGPRAQLLLKATPEDNGRSFSCSATLEVAGQLIHKNQTRELRVLYGPRLDERDCPGNWTWPENSQQTPMCQAWGNPLPELKCLKDGTFPLPIGESVTVTRDLEGTYLCRARSTQGEVTREVTVNVLSP, which amino acid positions are active epitope sites? The epitope positions are: [150, 181, 186, 187, 188, 189, 191, 193, 194, 203, 205, 207, 208, 209, 210, 213, 228, 229]. The amino acids at these positions are: EYDERDPNWTMQAWGLIG. (3) Given the antigen sequence: DVMEHPLVELGVSYAALLSVIVVVVEYTMQLSGEYLVRLYLVDLILVIILWADYAYRAYKSGDPAGYVKKTLYEIPALVPAGLLALIEGHLAGLGLFRLVRLLRFLRILLIISRGSKFLSAIADAADKLVPR, which amino acid positions are active epitope sites? The epitope positions are: [87, 91, 92, 93, 94, 95, 96, 97, 99, 103]. The amino acids at these positions are: EAGLGLFRVR. (4) Given the antigen sequence: TNPKRSSDYYNRSTSPWNLHRNEDPERYPSVIWEAKCRHLGCINADGNVDYHMNSVPIQQEILVLSFRLEKILVSVGCTCVTPIVH, which amino acid positions are active epitope sites? The epitope positions are: [4, 5, 6, 7, 8, 11, 39, 50, 51, 53, 58, 80, 82, 83]. The amino acids at these positions are: RSSDYRLYHNQVPI.